From a dataset of Experimentally validated miRNA-target interactions with 360,000+ pairs, plus equal number of negative samples. Binary Classification. Given a miRNA mature sequence and a target amino acid sequence, predict their likelihood of interaction. (1) The miRNA is hsa-miR-6739-5p with sequence UGGGAAAGAGAAAGAACAAGUA. The protein sequence of the target gene is MALPAGPAEAACALCQRAPREPVRADCGHRFCRACVVRFWAEEDGPFPCPECADDCWQRAVEPGRPPLSRRLLALEEAAAAPARDGPASEAALQLLCRADAGPLCAACRMAAGPEPPEWEPRWRKALRGKENKGSVEIMRKDLNDARDLHGQAESAAAVWKGHVMDRRKKALTDYKKLRAFFVEEEEHFLQEAEKEEGLPEDELADPTERFRSLLQAVSELEKKHRNLGLSMLLQ. Result: 1 (interaction). (2) The miRNA is hsa-miR-548z with sequence CAAAAACCGCAAUUACUUUUGCA. The protein sequence of the target gene is MARLCAFLMVLAVLSYWPTCSLGCDLPQTHNLRNKRALTLLVQMRRLSPLSCLKDRKDFGFPQEKVDAQQIKKAQAIPVLSELTQQILNIFTSKDSSAAWNTTLLDSFCNDLHQQLNDLQGCLMQQVGVQEFPLTQEDALLAVRKYFHRITVYLREKKHSPCAWEVVRAEVWRALSSSANVLGRLREEK. Result: 0 (no interaction).